From a dataset of Catalyst prediction with 721,799 reactions and 888 catalyst types from USPTO. Predict which catalyst facilitates the given reaction. (1) Reactant: Cl[C:2]1[C:7]([Cl:8])=[CH:6][C:5]([CH2:9][O:10][CH2:11][O:12][CH2:13][CH2:14][Si:15]([CH3:18])([CH3:17])[CH3:16])=[CH:4][N:3]=1.[F:19][C:20]1[CH:21]=[C:22]([C:27]2[N:28]=[C:29]([N:42]3[CH2:47][CH2:46][NH:45][CH2:44][C@H:43]3[CH3:48])[NH:30][C:31]=2[C:32]2[CH:37]=[CH:36][C:35]([C:38]([F:41])([F:40])[F:39])=[CH:34][CH:33]=2)[CH:23]=[CH:24][C:25]=1[F:26].CCN(C(C)C)C(C)C. Product: [Cl:8][C:7]1[C:2]([N:45]2[CH2:46][CH2:47][N:42]([C:29]3[NH:30][C:31]([C:32]4[CH:37]=[CH:36][C:35]([C:38]([F:39])([F:41])[F:40])=[CH:34][CH:33]=4)=[C:27]([C:22]4[CH:23]=[CH:24][C:25]([F:26])=[C:20]([F:19])[CH:21]=4)[N:28]=3)[C@H:43]([CH3:48])[CH2:44]2)=[N:3][CH:4]=[C:5]([CH2:9][O:10][CH2:11][O:12][CH2:13][CH2:14][Si:15]([CH3:18])([CH3:17])[CH3:16])[CH:6]=1. The catalyst class is: 37. (2) Reactant: [H-].[Na+].[Br:3][C:4]1[CH:5]=[N:6][C:7]([C:10]([NH:12][C:13]2[CH:18]=[CH:17][C:16]([F:19])=[CH:15][CH:14]=2)=[O:11])=[N:8][CH:9]=1.[CH3:20][Si:21]([CH3:28])([CH3:27])[CH2:22][CH2:23][O:24][CH2:25]Cl. Product: [Br:3][C:4]1[CH:9]=[N:8][C:7]([C:10]([N:12]([C:13]2[CH:18]=[CH:17][C:16]([F:19])=[CH:15][CH:14]=2)[CH2:25][O:24][CH2:23][CH2:22][Si:21]([CH3:28])([CH3:27])[CH3:20])=[O:11])=[N:6][CH:5]=1. The catalyst class is: 9. (3) Reactant: Cl[C:2]1[C:11]2[C:6](=[CH:7][C:8]([O:14][CH3:15])=[C:9]([O:12][CH3:13])[CH:10]=2)[N:5]=[CH:4][CH:3]=1.[Br:16][C:17]1[CH:32]=[C:21]([C:22]([NH:24][C:25]2[CH:30]=[CH:29][C:28]([Cl:31])=[CH:27][CH:26]=2)=[O:23])[C:20]([OH:33])=[CH:19][CH:18]=1. Product: [Cl:31][C:28]1[CH:27]=[CH:26][C:25]([NH:24][C:22](=[O:23])[C:21]2[CH:32]=[C:17]([Br:16])[CH:18]=[CH:19][C:20]=2[O:33][C:2]2[C:11]3[C:6](=[CH:7][C:8]([O:14][CH3:15])=[C:9]([O:12][CH3:13])[CH:10]=3)[N:5]=[CH:4][CH:3]=2)=[CH:30][CH:29]=1. The catalyst class is: 420. (4) Reactant: CC(C)([O-])C.[Na+].CC1(C)P([C:24]2[CH:29]=[CH:28][CH:27]=[CH:26][C:25]=2[C:24]2[C:29](C(C)C)=[CH:28][C:27](C(C)C)=[CH:26][C:25]=2C(C)C)C(C)(C)CC2(OCCO2)C1.BrC1C=CC=CC=1.[C:49]1([SH:55])[CH:54]=[CH:53][CH:52]=[CH:51][CH:50]=1. Product: [C:49]1([S:55][C:24]2[CH:25]=[CH:26][CH:27]=[CH:28][CH:29]=2)[CH:54]=[CH:53][CH:52]=[CH:51][CH:50]=1. The catalyst class is: 102. (5) Reactant: CS(C)=O.[OH:5][CH2:6][CH2:7][CH2:8][N:9]1[CH2:14][CH2:13][CH:12]([CH2:15][CH2:16][CH2:17][O:18][C:19]2[CH:26]=[CH:25][C:22]([C:23]#[N:24])=[CH:21][CH:20]=2)[CH2:11][CH2:10]1.[NH2:27][OH:28]. Product: [OH:28][N:27]=[C:23]([NH2:24])[C:22]1[CH:21]=[CH:20][C:19]([O:18][CH2:17][CH2:16][CH2:15][CH:12]2[CH2:11][CH2:10][N:9]([CH2:8][CH2:7][CH2:6][OH:5])[CH2:14][CH2:13]2)=[CH:26][CH:25]=1. The catalyst class is: 6. (6) Reactant: [CH3:1][N:2]([CH2:4][C:5]1[N:10]=[C:9]([C:11]([OH:13])=O)[CH:8]=[CH:7][CH:6]=1)[CH3:3].F[P-](F)(F)(F)(F)F.N1(OC(N(C)C)=[N+](C)C)C2N=CC=CC=2N=N1.CCN(C(C)C)C(C)C.[NH:47]1[C:55]2[C:50](=[C:51]([C:56]3[CH:57]=[C:58]([NH2:71])[C:59]4[C:63]([CH:64]=3)=[N:62][N:61](C3CCCCO3)[CH:60]=4)[CH:52]=[CH:53][CH:54]=2)[CH:49]=[CH:48]1.C(=O)(O)[O-].[Na+]. Product: [CH3:3][N:2]([CH2:4][C:5]1[N:10]=[C:9]([C:11]([NH:71][C:58]2[CH:57]=[C:56]([C:51]3[CH:52]=[CH:53][CH:54]=[C:55]4[C:50]=3[CH:49]=[CH:48][NH:47]4)[CH:64]=[C:63]3[C:59]=2[CH:60]=[N:61][NH:62]3)=[O:13])[CH:8]=[CH:7][CH:6]=1)[CH3:1]. The catalyst class is: 3.